Dataset: Catalyst prediction with 721,799 reactions and 888 catalyst types from USPTO. Task: Predict which catalyst facilitates the given reaction. Reactant: C(OC(=O)[NH:7][C:8]1[CH:13]=[CH:12][CH:11]=[C:10]([S:14][C:15]2[C:23]3[C:22]([NH2:24])=[N:21][CH:20]=[N:19][C:18]=3[N:17]([CH:25]3[CH2:29][CH2:28][CH2:27][CH2:26]3)[CH:16]=2)[CH:9]=1)(C)(C)C. Product: [NH2:7][C:8]1[CH:9]=[C:10]([S:14][C:15]2[C:23]3[C:22]([NH2:24])=[N:21][CH:20]=[N:19][C:18]=3[N:17]([CH:25]3[CH2:29][CH2:28][CH2:27][CH2:26]3)[CH:16]=2)[CH:11]=[CH:12][CH:13]=1. The catalyst class is: 100.